Dataset: Reaction yield outcomes from USPTO patents with 853,638 reactions. Task: Predict the reaction yield, written as a fraction of the theoretical maximum amount of product (1.0 means a 100% yield; for example, 0.34 means a 34% yield). (1) The reactants are FC(F)(F)S(O[C:7]1[CH:12]=[CH:11][C:10]([CH:13]2[CH2:18][CH2:17][CH2:16][CH:15]([CH2:19][C:20]([O:22][CH2:23][CH3:24])=[O:21])[CH2:14]2)=[CH:9][CH:8]=1)(=O)=O.C(=O)([O-])[O-].[Cs+].[Cs+].C1C=CC(P(C2C(C3C(P(C4C=CC=CC=4)C4C=CC=CC=4)=CC=C4C=3C=CC=C4)=C3C(C=CC=C3)=CC=2)C2C=CC=CC=2)=CC=1.[C:79](=[NH:92])([C:86]1[CH:91]=[CH:90][CH:89]=[CH:88][CH:87]=1)[C:80]1[CH:85]=[CH:84][CH:83]=[CH:82][CH:81]=1. The catalyst is C1COCC1.C([O-])(=O)C.[Pd+2].C([O-])(=O)C. The product is [C:80]1([C:79](=[N:92][C:7]2[CH:12]=[CH:11][C:10]([CH:13]3[CH2:18][CH2:17][CH2:16][CH:15]([CH2:19][C:20]([O:22][CH2:23][CH3:24])=[O:21])[CH2:14]3)=[CH:9][CH:8]=2)[C:86]2[CH:87]=[CH:88][CH:89]=[CH:90][CH:91]=2)[CH:85]=[CH:84][CH:83]=[CH:82][CH:81]=1. The yield is 0.380. (2) The reactants are [CH:1]1[C:10]2[C:5](=[CH:6][CH:7]=[CH:8][CH:9]=2)[CH:4]=[CH:3][C:2]=1[S:11]([N:14]1[CH2:18][C@H:17]([S:19][C:20]([C:33]2[CH:38]=[CH:37][CH:36]=[CH:35][CH:34]=2)([C:27]2[CH:32]=[CH:31][CH:30]=[CH:29][CH:28]=2)[C:21]2[CH:26]=[CH:25][CH:24]=[CH:23][CH:22]=2)[CH2:16][C@H:15]1[C:39](O)=[O:40])(=[O:13])=[O:12].[NH2:42][C@H:43]([C:57]1[N:61]([CH2:62][CH2:63][C:64]#[N:65])[N:60]=[N:59][N:58]=1)[CH2:44][C:45]1[CH:50]=[CH:49][C:48]([C:51]2[CH:56]=[CH:55][CH:54]=[CH:53][CH:52]=2)=[CH:47][CH:46]=1.CCN=C=NCCCN(C)C.C1C=CC2N(O)N=NC=2C=1. The catalyst is C1COCC1. The product is [C:48]1([C:51]2[CH:56]=[CH:55][CH:54]=[CH:53][CH:52]=2)[CH:49]=[CH:50][C:45]([CH2:44][C@H:43]([NH:42][C:39]([C@@H:15]2[CH2:16][C@@H:17]([S:19][C:20]([C:33]3[CH:38]=[CH:37][CH:36]=[CH:35][CH:34]=3)([C:21]3[CH:22]=[CH:23][CH:24]=[CH:25][CH:26]=3)[C:27]3[CH:32]=[CH:31][CH:30]=[CH:29][CH:28]=3)[CH2:18][N:14]2[S:11]([C:2]2[CH:3]=[CH:4][C:5]3[C:10](=[CH:9][CH:8]=[CH:7][CH:6]=3)[CH:1]=2)(=[O:12])=[O:13])=[O:40])[C:57]2[N:61]([CH2:62][CH2:63][C:64]#[N:65])[N:60]=[N:59][N:58]=2)=[CH:46][CH:47]=1. The yield is 0.810. (3) The product is [Br:1][C:2]1[C:6]2[C:7]([Cl:15])=[N:8][CH:9]=[C:10]([CH3:11])[C:5]=2[S:4][CH:3]=1. The reactants are [Br:1][C:2]1[C:6]2[C:7](=O)[NH:8][CH:9]=[C:10]([CH3:11])[C:5]=2[S:4][CH:3]=1.O=P(Cl)(Cl)[Cl:15]. No catalyst specified. The yield is 0.640. (4) The reactants are [F:1][C:2]1[CH:7]=[C:6]([F:8])[CH:5]=[CH:4][C:3]=1[C:9]1[CH:14]=[CH:13][CH:12]=[C:11]([NH:15][C:16]([C:18]2[NH:19][C:20]3[C:25]([CH:26]=2)=[CH:24][CH:23]=[C:22]([N+:27]([O-:29])=[O:28])[CH:21]=3)=[O:17])[CH:10]=1.[C:30]([O-])([O-])=O.[K+].[K+].CI. The catalyst is CN(C=O)C. The product is [F:1][C:2]1[CH:7]=[C:6]([F:8])[CH:5]=[CH:4][C:3]=1[C:9]1[CH:14]=[CH:13][CH:12]=[C:11]([NH:15][C:16]([C:18]2[N:19]([CH3:30])[C:20]3[C:25]([CH:26]=2)=[CH:24][CH:23]=[C:22]([N+:27]([O-:29])=[O:28])[CH:21]=3)=[O:17])[CH:10]=1. The yield is 0.590.